This data is from Reaction yield outcomes from USPTO patents with 853,638 reactions. The task is: Predict the reaction yield, written as a fraction of the theoretical maximum amount of product (1.0 means a 100% yield; for example, 0.34 means a 34% yield). The reactants are C(OC([N:8]([CH2:16][C:17]1[CH:18]=[N:19][CH:20]=[C:21]([Br:23])[CH:22]=1)C(OC(C)(C)C)=O)=O)(C)(C)C.FC(F)(F)C(O)=O.ClCCl. The catalyst is CO. The product is [Br:23][C:21]1[CH:22]=[C:17]([CH2:16][NH2:8])[CH:18]=[N:19][CH:20]=1. The yield is 0.880.